Dataset: Reaction yield outcomes from USPTO patents with 853,638 reactions. Task: Predict the reaction yield, written as a fraction of the theoretical maximum amount of product (1.0 means a 100% yield; for example, 0.34 means a 34% yield). The reactants are [CH:1]([CH:3]1[CH2:6][N:5]([C:7]([O:9][C:10]([CH3:13])([CH3:12])[CH3:11])=[O:8])[CH2:4]1)=O.C1C2(CCN(C(OC(C)(C)C)=O)CC2)[CH2:17][CH:16]([C:31]([O:33][CH2:34][CH3:35])=[O:32])[NH:15]1. No catalyst specified. The product is [CH2:6]1[C:3]2([CH2:17][CH:16]([C:31]([O:33][CH2:34][CH3:35])=[O:32])[NH:15][CH2:1]2)[CH2:4][N:5]1[C:7]([O:9][C:10]([CH3:13])([CH3:12])[CH3:11])=[O:8]. The yield is 0.930.